From a dataset of Full USPTO retrosynthesis dataset with 1.9M reactions from patents (1976-2016). Predict the reactants needed to synthesize the given product. (1) Given the product [F:1][C:2]1[CH:7]=[CH:6][C:5]([C:8]2[CH:9]=[CH:10][C:11]([N:14]3[CH2:19][CH2:18][CH:17]([CH2:20][CH2:21][NH:22][C:23](=[O:34])[O:24][CH2:25][C:30]4[N:46]=[N:45][S:44][CH:29]=4)[CH2:16][CH2:15]3)=[N:12][CH:13]=2)=[CH:4][CH:3]=1, predict the reactants needed to synthesize it. The reactants are: [F:1][C:2]1[CH:7]=[CH:6][C:5]([C:8]2[CH:9]=[CH:10][C:11]([N:14]3[CH2:19][CH2:18][CH:17]([CH2:20][CH2:21][NH:22][C:23](=[O:34])[O:24][C:25]4[CH:30]=[CH:29]C([N+]([O-])=O)=CC=4)[CH2:16][CH2:15]3)=[N:12][CH:13]=2)=[CH:4][CH:3]=1.C(N(CC)C(C)C)(C)C.[S:44]1C=C(CO)[N:46]=[N:45]1. (2) Given the product [CH3:28][O:29][C:30](=[O:39])[C:31]1[CH:36]=[CH:35][C:34]([CH2:10][S:9][C:7]2[CH:6]=[CH:5][C:4]([C:15]3[CH:16]=[CH:17][CH:18]=[CH:19][CH:20]=3)=[C:3]([C:2]([F:1])([F:21])[F:22])[CH:8]=2)=[CH:33][CH:32]=1, predict the reactants needed to synthesize it. The reactants are: [F:1][C:2]([F:22])([F:21])[C:3]1[CH:8]=[C:7]([S:9][C:10](=S)OCC)[CH:6]=[CH:5][C:4]=1[C:15]1[CH:20]=[CH:19][CH:18]=[CH:17][CH:16]=1.[OH-].[Na+].Cl.[BH4-].[Na+].[CH3:28][O:29][C:30](=[O:39])[C:31]1[CH:36]=[CH:35][C:34](CBr)=[CH:33][CH:32]=1. (3) Given the product [CH3:19][O:18][C:13]1[C:10]2[CH2:11][CH2:12][NH:6][CH2:7][CH2:8][C:9]=2[S:15][C:14]=1[CH3:16], predict the reactants needed to synthesize it. The reactants are: C(OC([N:6]1[CH2:12][CH2:11][C:10]2[C:13]([O:18][CH3:19])=[C:14]([CH2:16]O)[S:15][C:9]=2[CH2:8][CH2:7]1)=O)C. (4) Given the product [Br:15][CH2:16][C:17]([N:6]([C@H:4]([CH:1]1[CH2:3][CH2:2]1)[CH3:5])[CH2:7][C:8]1[CH:13]=[CH:12][C:11]([F:14])=[CH:10][CH:9]=1)=[O:18], predict the reactants needed to synthesize it. The reactants are: [CH:1]1([C@@H:4]([NH:6][CH2:7][C:8]2[CH:13]=[CH:12][C:11]([F:14])=[CH:10][CH:9]=2)[CH3:5])[CH2:3][CH2:2]1.[Br:15][CH2:16][C:17](Br)=[O:18].